This data is from NCI-60 drug combinations with 297,098 pairs across 59 cell lines. The task is: Regression. Given two drug SMILES strings and cell line genomic features, predict the synergy score measuring deviation from expected non-interaction effect. (1) Drug 1: C1C(C(OC1N2C=C(C(=O)NC2=O)F)CO)O. Drug 2: C1CN(P(=O)(OC1)NCCCl)CCCl. Cell line: RXF 393. Synergy scores: CSS=3.69, Synergy_ZIP=-2.20, Synergy_Bliss=-1.78, Synergy_Loewe=-0.260, Synergy_HSA=-0.196. (2) Drug 1: CNC(=O)C1=CC=CC=C1SC2=CC3=C(C=C2)C(=NN3)C=CC4=CC=CC=N4. Drug 2: CCC1=CC2CC(C3=C(CN(C2)C1)C4=CC=CC=C4N3)(C5=C(C=C6C(=C5)C78CCN9C7C(C=CC9)(C(C(C8N6C)(C(=O)OC)O)OC(=O)C)CC)OC)C(=O)OC.C(C(C(=O)O)O)(C(=O)O)O. Cell line: NCI/ADR-RES. Synergy scores: CSS=-1.95, Synergy_ZIP=-0.711, Synergy_Bliss=-3.51, Synergy_Loewe=-3.79, Synergy_HSA=-3.95. (3) Drug 1: CS(=O)(=O)OCCCCOS(=O)(=O)C. Drug 2: CC(C)CN1C=NC2=C1C3=CC=CC=C3N=C2N. Cell line: HCT116. Synergy scores: CSS=26.8, Synergy_ZIP=-9.86, Synergy_Bliss=-5.83, Synergy_Loewe=-1.79, Synergy_HSA=-3.46. (4) Drug 1: C1=CC(=CC=C1CC(C(=O)O)N)N(CCCl)CCCl.Cl. Drug 2: N.N.Cl[Pt+2]Cl. Cell line: HL-60(TB). Synergy scores: CSS=15.4, Synergy_ZIP=1.58, Synergy_Bliss=0.213, Synergy_Loewe=-16.2, Synergy_HSA=-2.40. (5) Drug 1: CNC(=O)C1=CC=CC=C1SC2=CC3=C(C=C2)C(=NN3)C=CC4=CC=CC=N4. Drug 2: CC(C)(C#N)C1=CC(=CC(=C1)CN2C=NC=N2)C(C)(C)C#N. Cell line: SW-620. Synergy scores: CSS=3.58, Synergy_ZIP=-0.151, Synergy_Bliss=0.181, Synergy_Loewe=-2.09, Synergy_HSA=-2.61.